This data is from Reaction yield outcomes from USPTO patents with 853,638 reactions. The task is: Predict the reaction yield, written as a fraction of the theoretical maximum amount of product (1.0 means a 100% yield; for example, 0.34 means a 34% yield). (1) The product is [CH2:1]([O:8][CH2:9][C@H:10]([CH3:13])[CH2:11][C:14]#[N:16])[C:2]1[CH:7]=[CH:6][CH:5]=[CH:4][CH:3]=1. The yield is 0.740. The reactants are [CH2:1]([O:8][CH2:9][C@H:10]([CH3:13])[CH2:11]O)[C:2]1[CH:7]=[CH:6][CH:5]=[CH:4][CH:3]=1.[CH2:14]([N:16](CC)CC)C.CS(Cl)(=O)=O.[C-]#N.[Na+]. The catalyst is C(Cl)Cl.CN(C1C=CC=CN=1)C.O.CS(C)=O. (2) The reactants are [CH3:1][N:2]1[CH2:7][CH2:6][CH:5]([N:8]([C:10]2[CH:15]=[CH:14][CH:13]=[C:12]([NH2:16])[CH:11]=2)[CH3:9])[CH2:4][CH2:3]1.N1C=CC=CC=1.[F:23][C:24]1[CH:32]=[CH:31][CH:30]=[C:29]([F:33])[C:25]=1[C:26]([Cl:28])=[O:27]. The catalyst is ClCCl. The product is [ClH:28].[ClH:28].[F:23][C:24]1[CH:32]=[CH:31][CH:30]=[C:29]([F:33])[C:25]=1[C:26]([NH:16][C:12]1[CH:13]=[CH:14][CH:15]=[C:10]([N:8]([CH3:9])[CH:5]2[CH2:4][CH2:3][N:2]([CH3:1])[CH2:7][CH2:6]2)[CH:11]=1)=[O:27]. The yield is 0.800.